Predict the product of the given reaction. From a dataset of Forward reaction prediction with 1.9M reactions from USPTO patents (1976-2016). (1) Given the reactants [NH2:1][C:2]1[C:11]2[C:6](=[CH:7][CH:8]=[CH:9][CH:10]=2)[CH:5]=[CH:4][C:3]=1[NH:12][C:13]1[CH:18]=[CH:17][C:16]([NH:19][C:20](=[O:26])[O:21][C:22]([CH3:25])([CH3:24])[CH3:23])=[CH:15][CH:14]=1.C(=O)([O-])O.[Na+].Cl[C:33]([CH2:35][C:36]([O:38][CH2:39][CH3:40])=[O:37])=[O:34].O, predict the reaction product. The product is: [C:22]([O:21][C:20]([NH:19][C:16]1[CH:17]=[CH:18][C:13]([NH:12][C:3]2[CH:4]=[CH:5][C:6]3[C:11](=[CH:10][CH:9]=[CH:8][CH:7]=3)[C:2]=2[NH:1][C:33](=[O:34])[CH2:35][C:36]([O:38][CH2:39][CH3:40])=[O:37])=[CH:14][CH:15]=1)=[O:26])([CH3:23])([CH3:25])[CH3:24]. (2) Given the reactants [Cl:1][C:2]1[CH:7]=[CH:6][C:5]([CH2:8][CH2:9][C@:10]2([CH2:27][N:28]3[CH:32]=[CH:31][N:30]=[CH:29]3)[O:14][C@H:13]([CH2:15]OS(C3C=CC(C)=CC=3)(=O)=O)[CH2:12][O:11]2)=[CH:4][CH:3]=1.[N-:33]=[N+:34]=[N-:35].[Na+], predict the reaction product. The product is: [N:33]([CH2:15][CH:13]1[CH2:12][O:11][C:10]([CH2:27][N:28]2[CH:32]=[CH:31][N:30]=[CH:29]2)([CH2:9][CH2:8][C:5]2[CH:6]=[CH:7][C:2]([Cl:1])=[CH:3][CH:4]=2)[O:14]1)=[N+:34]=[N-:35]. (3) Given the reactants C([N:4]1[CH2:9][CH2:8][CH:7]([N:10]2[C:18]3[CH:17]=[CH:16][NH:15][C:14](=[O:19])[C:13]=3[N:12]=[CH:11]2)[CH2:6][CH2:5]1)(=O)C.[ClH:20], predict the reaction product. The product is: [ClH:20].[ClH:20].[NH:4]1[CH2:5][CH2:6][CH:7]([N:10]2[C:18]3[CH:17]=[CH:16][NH:15][C:14](=[O:19])[C:13]=3[N:12]=[CH:11]2)[CH2:8][CH2:9]1. (4) Given the reactants [Br:1][C:2]1[CH:3]=[C:4]2[C:9](=[CH:10][CH:11]=1)[NH:8][C@@H:7]([CH:12]1[CH2:14][CH2:13]1)[C@H:6]([CH3:15])[C@H:5]2[NH:16][C:17](=[O:26])[O:18][CH2:19][C:20]1[CH:25]=[CH:24][CH:23]=[CH:22][CH:21]=1.N1C=CC=CC=1.[C:33](Cl)(=[O:36])[CH2:34][CH3:35], predict the reaction product. The product is: [Br:1][C:2]1[CH:3]=[C:4]2[C:9](=[CH:10][CH:11]=1)[N:8]([C:33](=[O:36])[CH2:34][CH3:35])[C@@H:7]([CH:12]1[CH2:14][CH2:13]1)[C@H:6]([CH3:15])[C@H:5]2[NH:16][C:17](=[O:26])[O:18][CH2:19][C:20]1[CH:21]=[CH:22][CH:23]=[CH:24][CH:25]=1.